From a dataset of HIV replication inhibition screening data with 41,000+ compounds from the AIDS Antiviral Screen. Binary Classification. Given a drug SMILES string, predict its activity (active/inactive) in a high-throughput screening assay against a specified biological target. (1) The compound is Brc1ccc2c(c1)C1CCc3c([nH]c4ccccc34)C1N2. The result is 0 (inactive). (2) The molecule is CCOC(=O)C1Sc2c(c(=O)n(C)c3ccccc23)C1=O. The result is 0 (inactive). (3) The compound is CC(=O)c1c2c(cc3c1CCC3)CCC2. The result is 0 (inactive). (4) The compound is CCCCCCNc1nnc(O)c2c1nnn2Cc1ccccc1. The result is 0 (inactive).